From a dataset of Forward reaction prediction with 1.9M reactions from USPTO patents (1976-2016). Predict the product of the given reaction. The product is: [Cl:1][C:2]1[C:3]([C:10]2[S:11][C:12]3[C:13]([NH:20][C:21]4[CH:22]=[C:23]([CH2:27][OH:28])[N:24]=[CH:25][N:26]=4)=[N:14][CH:15]=[CH:16][C:17]=3[N:18]=2)=[C:4]([CH:7]=[CH:8][CH:9]=1)[C:5]#[N:6]. Given the reactants [Cl:1][C:2]1[C:3]([C:10]2[S:11][C:12]3[C:13](Cl)=[N:14][CH:15]=[CH:16][C:17]=3[N:18]=2)=[C:4]([CH:7]=[CH:8][CH:9]=1)[C:5]#[N:6].[NH2:20][C:21]1[N:26]=[CH:25][N:24]=[C:23]([CH2:27][OH:28])[CH:22]=1.CC1(C)C2C(=C(P(C3C=CC=CC=3)C3C=CC=CC=3)C=CC=2)OC2C(P(C3C=CC=CC=3)C3C=CC=CC=3)=CC=CC1=2.C([O-])([O-])=O.[Cs+].[Cs+], predict the reaction product.